This data is from Full USPTO retrosynthesis dataset with 1.9M reactions from patents (1976-2016). The task is: Predict the reactants needed to synthesize the given product. (1) Given the product [OH:13][CH:17]([C:5]1[CH:6]=[CH:7][C:2]([CH:12]=[O:1])=[CH:3][CH:4]=1)[CH2:16][CH2:15][CH3:14], predict the reactants needed to synthesize it. The reactants are: [OH2:1].[C:2]1([CH3:12])[CH:7]=[CH:6][C:5](S(O)(=O)=O)=[CH:4][CH:3]=1.[O:13]1[CH2:17][CH2:16][CH2:15][CH2:14]1. (2) Given the product [CH:1]1([NH:7][C:8]2[CH:15]=[CH:14][CH:13]=[C:12]([C:16]3[CH:21]=[CH:20][CH:19]=[CH:18][CH:17]=3)[C:9]=2[CH2:10][NH2:11])[CH2:2][CH2:3][CH2:4][CH2:5][CH2:6]1, predict the reactants needed to synthesize it. The reactants are: [CH:1]1([NH:7][C:8]2[CH:15]=[CH:14][CH:13]=[C:12]([C:16]3[CH:21]=[CH:20][CH:19]=[CH:18][CH:17]=3)[C:9]=2[C:10]#[N:11])[CH2:6][CH2:5][CH2:4][CH2:3][CH2:2]1.[H-].[Al+3].[Li+].[H-].[H-].[H-].S([O-])([O-])(=O)=O.[Na+].[Na+].